Task: Predict the reactants needed to synthesize the given product.. Dataset: Full USPTO retrosynthesis dataset with 1.9M reactions from patents (1976-2016) Given the product [CH2:1]([O:3][C:4](=[O:26])[C:5]1[CH:10]=[C:9]([NH2:11])[C:8]([NH:14][CH3:15])=[N:7][C:6]=1[N:16]1[CH2:21][CH2:20][CH:19]([C:22]([F:24])([F:25])[F:23])[CH2:18][CH2:17]1)[CH3:2], predict the reactants needed to synthesize it. The reactants are: [CH2:1]([O:3][C:4](=[O:26])[C:5]1[CH:10]=[C:9]([N+:11]([O-])=O)[C:8]([NH:14][CH3:15])=[N:7][C:6]=1[N:16]1[CH2:21][CH2:20][CH:19]([C:22]([F:25])([F:24])[F:23])[CH2:18][CH2:17]1)[CH3:2].